This data is from Forward reaction prediction with 1.9M reactions from USPTO patents (1976-2016). The task is: Predict the product of the given reaction. (1) Given the reactants [CH3:1][C:2]1[C:3]([N:10]2[CH2:15][CH2:14][O:13][CH2:12][CH2:11]2)=[C:4]([CH:7]=[CH:8][CH:9]=1)[CH:5]=O.[N:16]1([C:22]([O:24][C:25]([CH3:28])([CH3:27])[CH3:26])=[O:23])[CH2:21][CH2:20][NH:19][CH2:18][CH2:17]1.C(O[BH-](OC(=O)C)OC(=O)C)(=O)C.[Na+], predict the reaction product. The product is: [CH3:1][C:2]1[C:3]([N:10]2[CH2:15][CH2:14][O:13][CH2:12][CH2:11]2)=[C:4]([CH2:5][N:19]2[CH2:18][CH2:17][N:16]([C:22]([O:24][C:25]([CH3:28])([CH3:27])[CH3:26])=[O:23])[CH2:21][CH2:20]2)[CH:7]=[CH:8][CH:9]=1. (2) The product is: [N:1]([OH:3])=[O:2].[CH2:5]([O:7][C:8]([C:9]1[CH:10]=[C:11]([NH:15][C:18]([NH2:19])=[NH:17])[CH:12]=[CH:13][CH:14]=1)=[O:16])[CH3:6]. Given the reactants [N+:1]([O-])([OH:3])=[O:2].[CH2:5]([O:7][C:8](=[O:16])[C:9]1[CH:14]=[CH:13][CH:12]=[C:11]([NH2:15])[CH:10]=1)[CH3:6].[N:17]#[C:18][NH2:19], predict the reaction product. (3) Given the reactants [Cl:1][C:2]1[CH:7]=[C:6](Cl)[CH:5]=[C:4]([Cl:9])[N:3]=1.C[O-].[Na+].[C:13](OCC)(=[O:15])C.O, predict the reaction product. The product is: [Cl:1][C:2]1[CH:7]=[C:6]([O:15][CH3:13])[CH:5]=[C:4]([Cl:9])[N:3]=1. (4) Given the reactants [CH3:1][O:2][C:3]1[CH:4]=[C:5]([NH:15][C:16]([NH2:18])=[S:17])[CH:6]=[CH:7][C:8]=1[N:9]1[CH:13]=[C:12]([CH3:14])[N:11]=[CH:10]1.Cl[CH:20]([CH2:24][C:25]1[CH:30]=[CH:29][CH:28]=[C:27]([Cl:31])[CH:26]=1)[C:21](=O)[CH3:22], predict the reaction product. The product is: [Cl:31][C:27]1[CH:26]=[C:25]([CH:30]=[CH:29][CH:28]=1)[CH2:24][C:20]1[S:17][C:16]([NH:15][C:5]2[CH:6]=[CH:7][C:8]([N:9]3[CH:13]=[C:12]([CH3:14])[N:11]=[CH:10]3)=[C:3]([O:2][CH3:1])[CH:4]=2)=[N:18][C:21]=1[CH3:22].